Dataset: Full USPTO retrosynthesis dataset with 1.9M reactions from patents (1976-2016). Task: Predict the reactants needed to synthesize the given product. (1) Given the product [CH2:18]([N:10]1[CH2:9][CH2:8][CH2:7][N:6]([C:11]([O:13][C:14]([CH3:17])([CH3:16])[CH3:15])=[O:12])[CH2:5][C:4]1=[O:3])[C:19]1[CH:24]=[CH:23][CH:22]=[CH:21][CH:20]=1, predict the reactants needed to synthesize it. The reactants are: [H-].[Na+].[O:3]=[C:4]1[NH:10][CH2:9][CH2:8][CH2:7][N:6]([C:11]([O:13][C:14]([CH3:17])([CH3:16])[CH3:15])=[O:12])[CH2:5]1.[CH2:18](Br)[C:19]1[CH:24]=[CH:23][CH:22]=[CH:21][CH:20]=1. (2) The reactants are: C(O[C:6]([N:8]1[CH2:12][C:11](=[N:13][O:14][CH3:15])[CH2:10][C@H:9]1[C:16]([OH:18])=O)=[O:7])(C)(C)C.[C:19]([C:21]1[CH:29]=[CH:28][C:24](C(Cl)=O)=[CH:23][CH:22]=1)#[N:20].[CH2:30]([N:32]([CH2:36][CH3:37])[CH2:33][CH2:34][NH2:35])[CH3:31]. Given the product [C:19]([C:21]1[CH:22]=[CH:23][C:24]([C:6]([N:8]2[CH2:12][C:11](=[N:13][O:14][CH3:15])[CH2:10][C@H:9]2[C:16]([NH:35][CH2:34][CH2:33][N:32]([CH2:36][CH3:37])[CH2:30][CH3:31])=[O:18])=[O:7])=[CH:28][CH:29]=1)#[N:20], predict the reactants needed to synthesize it. (3) Given the product [CH3:27][S:28]([O:1][CH2:2][CH2:3][N:4]1[CH2:9][CH2:8][C@@H:7]([NH:10][C:11]([O:12][C:13]([CH3:14])([CH3:15])[CH3:16])=[O:17])[C@@H:6]([O:18][CH3:19])[CH2:5]1)(=[O:30])=[O:29], predict the reactants needed to synthesize it. The reactants are: [OH:1][CH2:2][CH2:3][N:4]1[CH2:9][CH2:8][C@@H:7]([NH:10][C:11](=[O:17])[O:12][C:13]([CH3:16])([CH3:15])[CH3:14])[C@@H:6]([O:18][CH3:19])[CH2:5]1.C(N(CC)CC)C.[CH3:27][S:28](Cl)(=[O:30])=[O:29]. (4) Given the product [CH2:12]([O:19][C:20]1[CH:27]=[CH:26][C:23]([C:24]2[NH:1][N:2]=[C:3]([C:5]3[C:10]([CH3:11])=[CH:9][CH:8]=[CH:7][N:6]=3)[N:4]=2)=[C:22]([OH:28])[CH:21]=1)[C:13]1[CH:14]=[CH:15][CH:16]=[CH:17][CH:18]=1, predict the reactants needed to synthesize it. The reactants are: [NH2:1][NH:2][C:3]([C:5]1[C:10]([CH3:11])=[CH:9][CH:8]=[CH:7][N:6]=1)=[NH:4].[CH2:12]([O:19][C:20]1[CH:27]=[CH:26][C:23]([CH:24]=O)=[C:22]([OH:28])[CH:21]=1)[C:13]1[CH:18]=[CH:17][CH:16]=[CH:15][CH:14]=1. (5) Given the product [CH3:1][C:2]1([CH3:22])[O:7][C:6]2[CH:8]=[CH:9][C:10]([N+:12]([O-:14])=[O:13])=[CH:11][C:5]=2[N:4]2[C:17](=[O:18])[NH:16][N:15]=[C:3]12, predict the reactants needed to synthesize it. The reactants are: [CH3:1][C:2]1([CH3:22])[O:7][C:6]2[CH:8]=[CH:9][C:10]([N+:12]([O-:14])=[O:13])=[CH:11][C:5]=2[N:4]=[C:3]1[NH:15][NH:16][C:17](OCC)=[O:18].